Dataset: Reaction yield outcomes from USPTO patents with 853,638 reactions. Task: Predict the reaction yield, written as a fraction of the theoretical maximum amount of product (1.0 means a 100% yield; for example, 0.34 means a 34% yield). (1) No catalyst specified. The product is [NH2:28][C:11]1[N:12]=[CH:13][C:14]([C:16]2[N:20]([CH3:21])[N:19]=[C:18]([CH:22]3[CH2:23][CH2:24][N:25]([C:30](=[O:29])[C@H:31]([CH3:35])[CH2:32][OH:33])[CH2:26][CH2:27]3)[N:17]=2)=[N:15][C:10]=1[C:8]1[O:9][C:5]([C:1]([CH3:4])([CH3:2])[CH3:3])=[N:6][N:7]=1. The yield is 0.474. The reactants are [C:1]([C:5]1[O:9][C:8]([C:10]2[C:11]([NH2:28])=[N:12][CH:13]=[C:14]([C:16]3[N:20]([CH3:21])[N:19]=[C:18]([CH:22]4[CH2:27][CH2:26][NH:25][CH2:24][CH2:23]4)[N:17]=3)[N:15]=2)=[N:7][N:6]=1)([CH3:4])([CH3:3])[CH3:2].[OH:29][CH2:30][C@@H:31]([CH3:35])[C:32](O)=[O:33]. (2) The reactants are Br[C:2]1[N:10]2[C:5]([N:6]=[N:7][C:8]3[C:14]([O:15][CH3:16])=[CH:13][C:12]([C:17]([F:20])([F:19])[F:18])=[CH:11][C:9]=32)=[C:4]([CH3:21])[N:3]=1.C(=O)([O-])[O-].[K+].[K+].[CH3:28][C:29]1[C:34](B2OC(C)(C)C(C)(C)O2)=[CH:33][CH:32]=[CH:31][N:30]=1. The catalyst is O1CCOCC1.O.C1C=CC([P]([Pd]([P](C2C=CC=CC=2)(C2C=CC=CC=2)C2C=CC=CC=2)([P](C2C=CC=CC=2)(C2C=CC=CC=2)C2C=CC=CC=2)[P](C2C=CC=CC=2)(C2C=CC=CC=2)C2C=CC=CC=2)(C2C=CC=CC=2)C2C=CC=CC=2)=CC=1. The product is [CH3:16][O:15][C:14]1[C:8]2[N:7]=[N:6][C:5]3=[C:4]([CH3:21])[N:3]=[C:2]([C:34]4[C:29]([CH3:28])=[N:30][CH:31]=[CH:32][CH:33]=4)[N:10]3[C:9]=2[CH:11]=[C:12]([C:17]([F:20])([F:19])[F:18])[CH:13]=1. The yield is 0.680. (3) The reactants are [CH2:1]([O:3][CH2:4][C:5]1([CH2:15][O:16][CH2:17][CH3:18])[CH2:14][CH2:13][C:8]2(OCC[O:9]2)[CH2:7][CH2:6]1)[CH3:2]. The catalyst is ClCCl. The product is [CH2:17]([O:16][CH2:15][C:5]1([CH2:4][O:3][CH2:1][CH3:2])[CH2:14][CH2:13][C:8](=[O:9])[CH2:7][CH2:6]1)[CH3:18]. The yield is 0.920. (4) The catalyst is O.C1COCC1.CCOCC.CCCCCC. The yield is 0.930. The product is [C:1]([O:5][C:6](=[O:30])[CH2:7][C@H:8]([CH2:9][C@H:10]([CH3:14])[CH2:11][CH2:12][CH3:13])[C:15]([OH:16])=[O:36])([CH3:2])([CH3:3])[CH3:4]. The reactants are [C:1]([O:5][C:6](=[O:30])[CH2:7][C@@H:8]([C:15](N1[C@H](C)[C@H](C2C=CC=CC=2)OC1=O)=[O:16])[CH2:9][C@H:10]([CH3:14])[CH2:11][CH2:12][CH3:13])([CH3:4])([CH3:3])[CH3:2].[Li+].[OH-].OO.S(=O)(=O)(O)[O-:36].[Na+].S([O-])([O-])=O.[Na+].[Na+]. (5) The reactants are [C:1]([OH:13])(=[O:12])[CH2:2][C:3]([CH2:8][C:9]([OH:11])=[O:10])([C:5]([OH:7])=[O:6])[OH:4].O1[B:19]([C@@H:20]([NH:25][C:26](=[O:39])[CH2:27][NH:28][C:29](=[O:38])[C:30]2[CH:35]=[C:34]([Cl:36])[CH:33]=[CH:32][C:31]=2[Cl:37])[CH2:21][CH:22]([CH3:24])[CH3:23])O[B:19]([C@@H:20]([NH:25][C:26](=[O:39])[CH2:27][NH:28][C:29](=[O:38])[C:30]2[CH:35]=[C:34]([Cl:36])[CH:33]=[CH:32][C:31]=2[Cl:37])[CH2:21][CH:22]([CH3:24])[CH3:23])O[B:19]1[C@@H:20]([NH:25][C:26](=[O:39])[CH2:27][NH:28][C:29](=[O:38])[C:30]1[CH:35]=[C:34]([Cl:36])[CH:33]=[CH:32][C:31]=1[Cl:37])[CH2:21][CH:22]([CH3:24])[CH3:23]. The catalyst is CCOC(C)=O. The product is [C:9]([CH2:8][C:3]1([C:5]([OH:7])=[O:6])[CH2:2][C:1](=[O:13])[O:12][B:19]([C@@H:20]([NH:25][C:26](=[O:39])[CH2:27][NH:28][C:29](=[O:38])[C:30]2[CH:35]=[C:34]([Cl:36])[CH:33]=[CH:32][C:31]=2[Cl:37])[CH2:21][CH:22]([CH3:24])[CH3:23])[O:4]1)([OH:11])=[O:10]. The yield is 0.920. (6) The reactants are COC(=O)[O:4][C:5]1[CH:10]=[C:9]([N+:11]([O-:13])=[O:12])[C:8]([C:14]([CH3:17])([CH3:16])[CH3:15])=[CH:7][C:6]=1[C:18]([CH3:21])([CH3:20])[CH3:19].COC(=O)OC1C([N+]([O-])=O)=CC(C(C)(C)C)=CC=1C(C)(C)C.[OH-].[K+].Cl. The catalyst is CO. The product is [C:18]([C:6]1[CH:7]=[C:8]([C:14]([CH3:16])([CH3:15])[CH3:17])[C:9]([N+:11]([O-:13])=[O:12])=[CH:10][C:5]=1[OH:4])([CH3:19])([CH3:20])[CH3:21]. The yield is 0.290. (7) The reactants are Cl[CH2:2][CH2:3][CH2:4][CH2:5][N:6]1[C:14]2[CH2:13][CH2:12][CH2:11][C:10](=[O:15])[C:9]=2[CH:8]=[CH:7]1.OC(C)(C)CC(=O)C.[I-].[Na+].[F:26][C:27]([F:41])([F:40])[C:28]1[CH:29]=[C:30]([N:34]2[CH2:39][CH2:38][NH:37][CH2:36][CH2:35]2)[CH:31]=[CH:32][CH:33]=1.C(=O)([O-])[O-].[K+].[K+]. The catalyst is C(#N)C.ClCCl.C(OCC)(=O)C.ClCCl. The product is [F:41][C:27]([F:26])([F:40])[C:28]1[CH:29]=[C:30]([N:34]2[CH2:39][CH2:38][N:37]([CH2:2][CH2:3][CH2:4][CH2:5][N:6]3[C:14]4[CH2:13][CH2:12][CH2:11][C:10](=[O:15])[C:9]=4[CH:8]=[CH:7]3)[CH2:36][CH2:35]2)[CH:31]=[CH:32][CH:33]=1. The yield is 0.915. (8) The catalyst is CO.O. The product is [CH3:20][NH:23][C:9](=[O:10])[CH2:8][O:7][C:6]1[CH:14]=[CH:15][CH:16]=[C:4]([N+:1]([O-:3])=[O:2])[CH:5]=1. The reactants are [N+:1]([C:4]1[CH:5]=[C:6]([CH:14]=[CH:15][CH:16]=1)[O:7][CH2:8][C:9](OCC)=[O:10])([O-:3])=[O:2].Cl.CN.[CH:20]([N:23](C(C)C)CC)(C)C. The yield is 0.950. (9) The reactants are [O:1]([C:8]1[CH:13]=[CH:12][C:11]([C:14]2[C:18]3[C:19]([NH2:23])=[N:20][CH:21]=[CH:22][C:17]=3[S:16][CH:15]=2)=[CH:10][CH:9]=1)[C:2]1[CH:7]=[CH:6][CH:5]=[CH:4][CH:3]=1.[I:24]N1C(=O)CCC1=O. The catalyst is CN(C=O)C. The product is [I:24][C:22]1[C:17]2[S:16][CH:15]=[C:14]([C:11]3[CH:10]=[CH:9][C:8]([O:1][C:2]4[CH:3]=[CH:4][CH:5]=[CH:6][CH:7]=4)=[CH:13][CH:12]=3)[C:18]=2[C:19]([NH2:23])=[N:20][CH:21]=1. The yield is 0.750.